This data is from NCI-60 drug combinations with 297,098 pairs across 59 cell lines. The task is: Regression. Given two drug SMILES strings and cell line genomic features, predict the synergy score measuring deviation from expected non-interaction effect. (1) Drug 1: CCN(CC)CCCC(C)NC1=C2C=C(C=CC2=NC3=C1C=CC(=C3)Cl)OC. Drug 2: C1CN(P(=O)(OC1)NCCCl)CCCl. Cell line: OVCAR-8. Synergy scores: CSS=25.5, Synergy_ZIP=-9.52, Synergy_Bliss=-6.55, Synergy_Loewe=-5.43, Synergy_HSA=-5.79. (2) Drug 1: C1=CC(=CC=C1C#N)C(C2=CC=C(C=C2)C#N)N3C=NC=N3. Drug 2: C1CN(CCN1C(=O)CCBr)C(=O)CCBr. Cell line: OVCAR-4. Synergy scores: CSS=0.0640, Synergy_ZIP=-0.698, Synergy_Bliss=1.81, Synergy_Loewe=-4.34, Synergy_HSA=-3.75. (3) Drug 1: COC1=C(C=C2C(=C1)N=CN=C2NC3=CC(=C(C=C3)F)Cl)OCCCN4CCOCC4. Drug 2: CC1=C2C(C(=O)C3(C(CC4C(C3C(C(C2(C)C)(CC1OC(=O)C(C(C5=CC=CC=C5)NC(=O)C6=CC=CC=C6)O)O)OC(=O)C7=CC=CC=C7)(CO4)OC(=O)C)O)C)OC(=O)C. Cell line: SF-539. Synergy scores: CSS=46.0, Synergy_ZIP=1.88, Synergy_Bliss=3.72, Synergy_Loewe=4.52, Synergy_HSA=5.91. (4) Drug 1: C(CC(=O)O)C(=O)CN.Cl. Drug 2: CCN(CC)CCCC(C)NC1=C2C=C(C=CC2=NC3=C1C=CC(=C3)Cl)OC. Cell line: RXF 393. Synergy scores: CSS=8.23, Synergy_ZIP=-3.61, Synergy_Bliss=1.23, Synergy_Loewe=-6.87, Synergy_HSA=0.541. (5) Drug 1: CCC1(CC2CC(C3=C(CCN(C2)C1)C4=CC=CC=C4N3)(C5=C(C=C6C(=C5)C78CCN9C7C(C=CC9)(C(C(C8N6C)(C(=O)OC)O)OC(=O)C)CC)OC)C(=O)OC)O.OS(=O)(=O)O. Drug 2: COCCOC1=C(C=C2C(=C1)C(=NC=N2)NC3=CC=CC(=C3)C#C)OCCOC.Cl. Cell line: HCT116. Synergy scores: CSS=5.26, Synergy_ZIP=3.12, Synergy_Bliss=2.70, Synergy_Loewe=-2.25, Synergy_HSA=-1.78. (6) Cell line: SNB-75. Drug 2: C(CC(=O)O)C(=O)CN.Cl. Synergy scores: CSS=41.4, Synergy_ZIP=-2.72, Synergy_Bliss=-2.77, Synergy_Loewe=-34.1, Synergy_HSA=-1.58. Drug 1: CC=C1C(=O)NC(C(=O)OC2CC(=O)NC(C(=O)NC(CSSCCC=C2)C(=O)N1)C(C)C)C(C)C. (7) Drug 1: CC1=C(C=C(C=C1)NC2=NC=CC(=N2)N(C)C3=CC4=NN(C(=C4C=C3)C)C)S(=O)(=O)N.Cl. Drug 2: C1CC(=O)NC(=O)C1N2C(=O)C3=CC=CC=C3C2=O. Cell line: NCI-H522. Synergy scores: CSS=7.38, Synergy_ZIP=0.198, Synergy_Bliss=8.93, Synergy_Loewe=8.20, Synergy_HSA=8.24.